This data is from Peptide-MHC class I binding affinity with 185,985 pairs from IEDB/IMGT. The task is: Regression. Given a peptide amino acid sequence and an MHC pseudo amino acid sequence, predict their binding affinity value. This is MHC class I binding data. The peptide sequence is FSSLLSGKF. The MHC is Mamu-B17 with pseudo-sequence Mamu-B17. The binding affinity (normalized) is 0.305.